Dataset: Reaction yield outcomes from USPTO patents with 853,638 reactions. Task: Predict the reaction yield, written as a fraction of the theoretical maximum amount of product (1.0 means a 100% yield; for example, 0.34 means a 34% yield). (1) The reactants are Br[C:2]1[CH:3]=[C:4]2[C:8](=[CH:9][CH:10]=1)[NH:7][C:6]([C:11]([OH:13])=[O:12])=[CH:5]2.[C:14]([O:18][CH2:19][CH3:20])(=[O:17])[CH:15]=[CH2:16].CCN(CC)CC.C(#N)C. The catalyst is C(Cl)Cl.CC([O-])=O.CC([O-])=O.[Pd+2].CCOC(C)=O. The product is [CH2:19]([O:18][C:14](/[CH:15]=[CH:16]/[C:2]1[CH:3]=[C:4]2[C:8](=[CH:9][CH:10]=1)[NH:7][C:6]([C:11]([OH:13])=[O:12])=[CH:5]2)=[O:17])[CH3:20]. The yield is 0.860. (2) The yield is 0.730. The catalyst is ClCCl. The reactants are [F:1][C:2]1[CH:26]=[CH:25][CH:24]=[CH:23][C:3]=1[CH2:4][N:5]1[CH2:9][CH2:8][N:7]([C@@H:10]([C:18]([CH3:21])([CH3:20])[CH3:19])[C:11]([O:13]C(C)(C)C)=[O:12])[C:6]1=[O:22].FC(F)(F)C(O)=O. The product is [F:1][C:2]1[CH:26]=[CH:25][CH:24]=[CH:23][C:3]=1[CH2:4][N:5]1[CH2:9][CH2:8][N:7]([C@@H:10]([C:18]([CH3:20])([CH3:21])[CH3:19])[C:11]([OH:13])=[O:12])[C:6]1=[O:22]. (3) The catalyst is C(O)(C)C.C(O)(=O)C.[C].[Pd]. The yield is 0.710. The product is [CH2:1]([C:3]1[C:11]([NH:12][C:15](=[O:16])[O:17][C:18]([CH3:21])([CH3:20])[CH3:19])=[C:6]2[CH:7]=[CH:8][CH:9]=[CH:10][N:5]2[N:4]=1)[CH3:2]. The reactants are [CH2:1]([C:3]1[C:11]([N+:12]([O-])=O)=[C:6]2[CH:7]=[CH:8][CH:9]=[CH:10][N:5]2[N:4]=1)[CH3:2].[C:15](O[C:15]([O:17][C:18]([CH3:21])([CH3:20])[CH3:19])=[O:16])([O:17][C:18]([CH3:21])([CH3:20])[CH3:19])=[O:16].CCCCCCC. (4) The reactants are [F:1][C:2]([F:16])([F:15])[C:3]1[CH:8]=[CH:7][C:6]([C:9]2(C#N)[CH2:12][CH2:11][CH2:10]2)=[CH:5][CH:4]=1.C[Mg+].[Br-].CC[O:22][CH2:23][CH3:24].O.Cl. The catalyst is C1(C)C=CC=CC=1. The product is [F:1][C:2]([F:15])([F:16])[C:3]1[CH:4]=[CH:5][C:6]([C:9]2([C:23](=[O:22])[CH3:24])[CH2:12][CH2:11][CH2:10]2)=[CH:7][CH:8]=1. The yield is 0.880.